Dataset: Tyrosyl-DNA phosphodiesterase HTS with 341,365 compounds. Task: Binary Classification. Given a drug SMILES string, predict its activity (active/inactive) in a high-throughput screening assay against a specified biological target. (1) The molecule is Clc1ccc(N2CCN(C3CC(=O)N(C3=O)CC)CC2)cc1. The result is 0 (inactive). (2) The molecule is S(=O)(=O)(N1CC(CCC1)C(=O)NCCc1ccc(cc1)C)CC. The result is 0 (inactive). (3) The drug is s1c(C(=O)NCCN2CCc3c(C2)cccc3)cc2c1nc1c(c2)cc(OC)cc1. The result is 0 (inactive). (4) The molecule is S(Cc1[nH]c2c3c(oc2c(=O)n1)cccc3)c1ncccc1. The result is 0 (inactive). (5) The drug is Clc1ccc(c2oc(c(n2)CN2CC(CCC2)C(=O)N2CCN(CC2)C(=O)c2occc2)C)cc1. The result is 0 (inactive). (6) The compound is FC(F)(F)c1ccc(C(=O)NC(C(OC)=O)\C=N\OC)cc1. The result is 0 (inactive).